From a dataset of Reaction yield outcomes from USPTO patents with 853,638 reactions. Predict the reaction yield, written as a fraction of the theoretical maximum amount of product (1.0 means a 100% yield; for example, 0.34 means a 34% yield). The reactants are [NH2:1][C:2]1[C:3]([N:15]2[CH2:20][CH2:19][CH:18]([C:21]([O:23][CH3:24])=[O:22])[CH2:17][CH2:16]2)=[N:4][CH:5]=[C:6]([C:8]2[O:9][C:10]([CH2:13][CH3:14])=[CH:11][N:12]=2)[CH:7]=1.[CH3:25][C:26]([CH3:28])=O.C([BH3-])#N.[Na+]. The catalyst is C(Cl)Cl.CCOCC.Cl[Ti](Cl)(Cl)Cl. The product is [CH2:13]([C:10]1[O:9][C:8]([C:6]2[CH:7]=[C:2]([NH:1][CH:26]([CH3:28])[CH3:25])[C:3]([N:15]3[CH2:16][CH2:17][CH:18]([C:21]([O:23][CH3:24])=[O:22])[CH2:19][CH2:20]3)=[N:4][CH:5]=2)=[N:12][CH:11]=1)[CH3:14]. The yield is 0.150.